This data is from Full USPTO retrosynthesis dataset with 1.9M reactions from patents (1976-2016). The task is: Predict the reactants needed to synthesize the given product. (1) Given the product [CH:1]1[C:14]2[C:5](=[N:6][C:7]3[C:12]([CH:13]=2)=[CH:11][CH:10]=[CH:9][CH:8]=3)[CH:4]=[CH:3][CH:2]=1, predict the reactants needed to synthesize it. The reactants are: [C:1]1(CNCCCCNC[C:1]2[C:14]3[C:5](=[N:6][C:7]4[C:12]([CH:13]=3)=[CH:11][CH:10]=[CH:9][CH:8]=4)[CH:4]=[CH:3][CH:2]=2)[C:14]2[C:5](=[N:6][C:7]3[C:12]([CH:13]=2)=[CH:11][CH:10]=[CH:9][CH:8]=3)[CH:4]=[CH:3][CH:2]=1.C(=O)([O-])[O-].[K+].[K+]. (2) The reactants are: [NH:1]1[CH:5]=[CH:4][N:3]=[C:2]1[CH2:6][C:7]#[N:8].C([O:11][C:12](=O)[CH:13]([C:20](=O)[CH2:21][CH3:22])[CH2:14][CH2:15][CH2:16][CH2:17][CH2:18][CH3:19])C.C([O-])(=O)C.[NH4+]. Given the product [CH2:21]([C:20]1[C:6]([C:7]#[N:8])=[C:2]2[NH:3][CH:4]=[CH:5][N:1]2[C:12](=[O:11])[C:13]=1[CH2:14][CH2:15][CH2:16][CH2:17][CH2:18][CH3:19])[CH3:22], predict the reactants needed to synthesize it. (3) The reactants are: P([O-])([O-])([O-])=O.[K+].[K+].[K+].[O:9]1[CH2:15][CH2:14][C:13](=[O:16])[NH:12][CH2:11][CH2:10]1.I[C:18]1[CH:23]=[CH:22][C:21]([N+:24]([O-:26])=[O:25])=[CH:20][C:19]=1[CH3:27].CN(C)CCN. Given the product [CH3:27][C:19]1[CH:20]=[C:21]([N+:24]([O-:26])=[O:25])[CH:22]=[CH:23][C:18]=1[N:12]1[C:13](=[O:16])[CH2:14][CH2:15][O:9][CH2:10][CH2:11]1, predict the reactants needed to synthesize it. (4) Given the product [CH3:1][O:2][C:3](=[O:35])[CH2:4][O:5][C:6]1[CH:11]=[CH:10][CH:9]=[C:8]([NH:12][C:13]2[C:14]3[C:21]([C:22]4[CH:27]=[CH:26][CH:25]=[CH:24][CH:23]=4)=[C:20]([C:28]4[CH:33]=[CH:32][CH:31]=[CH:30][CH:29]=4)[O:19][C:15]=3[N:16]=[CH:17][N:18]=2)[CH:7]=1, predict the reactants needed to synthesize it. The reactants are: [CH3:1][O:2][C:3](=[O:35])[CH2:4][O:5][C:6]1[CH:11]=[CH:10][CH:9]=[C:8]([NH:12][C:13]2[C:14]3[C:21]([C:22]4[CH:27]=[CH:26][CH:25]=[CH:24][CH:23]=4)=[C:20]([C:28]4[CH:33]=[CH:32][C:31](Br)=[CH:30][CH:29]=4)[O:19][C:15]=3[N:16]=[CH:17][N:18]=2)[CH:7]=1.